Dataset: Full USPTO retrosynthesis dataset with 1.9M reactions from patents (1976-2016). Task: Predict the reactants needed to synthesize the given product. Given the product [CH3:1][C:2]12[C:12](=[O:13])[CH2:11][CH2:10][CH:9]=[C:8]1[CH2:7][C:5]1([S:28][CH2:25][CH2:26][S:27]1)[CH2:4][CH2:3]2, predict the reactants needed to synthesize it. The reactants are: [CH3:1][C:2]12[C:12](=[O:13])[CH2:11][CH2:10][CH2:9][C:8]1=[CH:7][C:5](=O)[CH2:4][CH2:3]2.C1(C)C=CC(S(O)(=O)=O)=CC=1.[CH2:25]([SH:28])[CH2:26][SH:27].O.